This data is from Merck oncology drug combination screen with 23,052 pairs across 39 cell lines. The task is: Regression. Given two drug SMILES strings and cell line genomic features, predict the synergy score measuring deviation from expected non-interaction effect. (1) Synergy scores: synergy=18.6. Drug 2: Cn1cc(-c2cnn3c(N)c(Br)c(C4CCCNC4)nc23)cn1. Drug 1: Cn1c(=O)n(-c2ccc(C(C)(C)C#N)cc2)c2c3cc(-c4cnc5ccccc5c4)ccc3ncc21. Cell line: NCIH23. (2) Drug 1: CCC1(O)CC2CN(CCc3c([nH]c4ccccc34)C(C(=O)OC)(c3cc4c(cc3OC)N(C)C3C(O)(C(=O)OC)C(OC(C)=O)C5(CC)C=CCN6CCC43C65)C2)C1. Drug 2: C=CCn1c(=O)c2cnc(Nc3ccc(N4CCN(C)CC4)cc3)nc2n1-c1cccc(C(C)(C)O)n1. Cell line: OV90. Synergy scores: synergy=-16.3. (3) Drug 2: CCc1cnn2c(NCc3ccc[n+]([O-])c3)cc(N3CCCCC3CCO)nc12. Drug 1: CC1CC2C3CCC4=CC(=O)C=CC4(C)C3(F)C(O)CC2(C)C1(O)C(=O)CO. Synergy scores: synergy=-1.73. Cell line: UACC62. (4) Drug 1: CC1CC2C3CCC4=CC(=O)C=CC4(C)C3(F)C(O)CC2(C)C1(O)C(=O)CO. Drug 2: COC1=C2CC(C)CC(OC)C(O)C(C)C=C(C)C(OC(N)=O)C(OC)C=CC=C(C)C(=O)NC(=CC1=O)C2=O. Cell line: SKOV3. Synergy scores: synergy=-8.35. (5) Drug 1: CCc1c2c(nc3ccc(O)cc13)-c1cc3c(c(=O)n1C2)COC(=O)C3(O)CC. Drug 2: CNC(=O)c1cc(Oc2ccc(NC(=O)Nc3ccc(Cl)c(C(F)(F)F)c3)cc2)ccn1. Cell line: ZR751. Synergy scores: synergy=-6.93. (6) Drug 1: CCC1(O)CC2CN(CCc3c([nH]c4ccccc34)C(C(=O)OC)(c3cc4c(cc3OC)N(C)C3C(O)(C(=O)OC)C(OC(C)=O)C5(CC)C=CCN6CCC43C65)C2)C1. Drug 2: O=C(CCCCCCC(=O)Nc1ccccc1)NO. Cell line: DLD1. Synergy scores: synergy=-4.00.